Dataset: NCI-60 drug combinations with 297,098 pairs across 59 cell lines. Task: Regression. Given two drug SMILES strings and cell line genomic features, predict the synergy score measuring deviation from expected non-interaction effect. (1) Drug 1: CC1C(C(CC(O1)OC2CC(CC3=C2C(=C4C(=C3O)C(=O)C5=C(C4=O)C(=CC=C5)OC)O)(C(=O)CO)O)N)O.Cl. Drug 2: C1=NC2=C(N1)C(=S)N=C(N2)N. Cell line: HOP-92. Synergy scores: CSS=26.2, Synergy_ZIP=-8.09, Synergy_Bliss=-2.12, Synergy_Loewe=-3.81, Synergy_HSA=0.818. (2) Drug 1: CN(C)N=NC1=C(NC=N1)C(=O)N. Drug 2: CC1=C(C(=O)C2=C(C1=O)N3CC4C(C3(C2COC(=O)N)OC)N4)N. Cell line: K-562. Synergy scores: CSS=13.0, Synergy_ZIP=-7.00, Synergy_Bliss=-0.181, Synergy_Loewe=-12.2, Synergy_HSA=0.731.